Dataset: Experimentally validated miRNA-target interactions with 360,000+ pairs, plus equal number of negative samples. Task: Binary Classification. Given a miRNA mature sequence and a target amino acid sequence, predict their likelihood of interaction. The miRNA is hsa-miR-141-3p with sequence UAACACUGUCUGGUAAAGAUGG. The protein sequence of the target gene is MSAAQVSSSRRQSCYLCDLPRMPWAMIWDFSEPVCRGCVNYEGADRIEFVIETARQLKRAHGCFQDGRSPGPPPPVGVKTVALSAKEAAAAAAAAQQQQQQQQQQQQQLNHVDGSTKPAVLAAPSGLERYGLSAAAAAAAAAAAVEQRSRFEYPPPPVSLGSSSHAARLPNGLGGPNGFPKPAPEEGPPELNRQSPNSSSAATSVASRRGTHSGLVTGLPNPGGGGGPQLTVPPNLLPQTLLNGPASAAVLPPPHGLGGSRGPPTPAPPGAPGGPACLGGPPGVSATVSSAPSSTSSTVA.... Result: 0 (no interaction).